Dataset: Forward reaction prediction with 1.9M reactions from USPTO patents (1976-2016). Task: Predict the product of the given reaction. Given the reactants [NH2:1][C:2]1[C:3]([C:14]2[CH:23]=[CH:22][C:17]([C:18]([O:20][CH3:21])=[O:19])=[C:16]([F:24])[CH:15]=2)=[N:4][C:5]([C:8]2[CH2:13][CH2:12][CH2:11][NH:10][CH:9]=2)=[CH:6][N:7]=1, predict the reaction product. The product is: [NH2:1][C:2]1[C:3]([C:14]2[CH:23]=[CH:22][C:17]([C:18]([O:20][CH3:21])=[O:19])=[C:16]([F:24])[CH:15]=2)=[N:4][C:5]([CH:8]2[CH2:13][CH2:12][CH2:11][NH:10][CH2:9]2)=[CH:6][N:7]=1.